Predict which catalyst facilitates the given reaction. From a dataset of Catalyst prediction with 721,799 reactions and 888 catalyst types from USPTO. (1) The catalyst class is: 3. Product: [C:14]([C:16]1[CH:21]=[CH:20][C:19]([CH2:22][C:23]([NH:13][C@H:10]2[CH2:9][CH2:8][C@H:7]([C:1]3[CH:6]=[CH:5][CH:4]=[CH:3][CH:2]=3)[CH2:12][CH2:11]2)=[O:24])=[CH:18][CH:17]=1)#[N:15]. Reactant: [C:1]1([C@H:7]2[CH2:12][CH2:11][C@H:10]([NH2:13])[CH2:9][CH2:8]2)[CH:6]=[CH:5][CH:4]=[CH:3][CH:2]=1.[C:14]([C:16]1[CH:21]=[CH:20][C:19]([CH2:22][C:23](O)=[O:24])=[CH:18][CH:17]=1)#[N:15].F[P-](F)(F)(F)(F)F.CN(C(N(C)C)=[N+]1C2C(=NC=CC=2)[N+]([O-])=N1)C. (2) Reactant: [C:1]1([C:7]2[C:15]3[O:14][C:13]([NH:16][CH:17]4[CH2:22][CH2:21][NH:20][CH2:19][CH2:18]4)=[N:12][C:11]=3[CH:10]=[CH:9][CH:8]=2)[CH:6]=[CH:5][CH:4]=[CH:3][CH:2]=1.C(OC(N1CCC(N(C(OC(C)(C)C)=O)C2OC3C(C4C=CC=CC=4)=CC=CC=3N=2)CC1)=O)(C)(C)C.FC(F)(F)C(O)=O.[CH2:66]([O:68][C:69]1[CH:70]=[C:71]([CH:74]=[C:75]([O:78][CH2:79][CH3:80])[C:76]=1[F:77])[CH:72]=O)[CH3:67].C([BH3-])#N.[Na+].C(N(C(C)C)C(C)C)C. Product: [CH2:66]([O:68][C:69]1[CH:70]=[C:71]([CH:74]=[C:75]([O:78][CH2:79][CH3:80])[C:76]=1[F:77])[CH2:72][N:20]1[CH2:21][CH2:22][CH:17]([NH:16][C:13]2[O:14][C:15]3[C:7]([C:1]4[CH:2]=[CH:3][CH:4]=[CH:5][CH:6]=4)=[CH:8][CH:9]=[CH:10][C:11]=3[N:12]=2)[CH2:18][CH2:19]1)[CH3:67]. The catalyst class is: 212.